Task: Predict the reaction yield, written as a fraction of the theoretical maximum amount of product (1.0 means a 100% yield; for example, 0.34 means a 34% yield).. Dataset: Reaction yield outcomes from USPTO patents with 853,638 reactions (1) The reactants are [CH:1]([C@H:4]1[CH2:9][CH2:8][C@H:7]([C:10]([OH:12])=O)[CH2:6][CH2:5]1)([CH3:3])[CH3:2].ON1C(=O)CCC1=O.C1CCC(N=C=NC2CCCCC2)CC1.[CH3:36][O:37][C:38](=[O:49])[C@H:39]([CH2:41][C:42]1[CH:47]=[CH:46][C:45]([OH:48])=[CH:44][CH:43]=1)[NH2:40]. The catalyst is C(Cl)(Cl)Cl. The product is [CH3:36][O:37][C:38](=[O:49])[C@@H:39]([NH:40][C:10]([C@H:7]1[CH2:6][CH2:5][C@H:4]([CH:1]([CH3:2])[CH3:3])[CH2:9][CH2:8]1)=[O:12])[CH2:41][C:42]1[CH:47]=[CH:46][C:45]([OH:48])=[CH:44][CH:43]=1. The yield is 0.378. (2) The reactants are [CH2:1]([C:5]1[N:6]=[C:7](SC)[NH:8][C:9](=[O:26])[C:10]=1[CH2:11][C:12]1[CH:17]=[CH:16][C:15]([C:18]2[C:19]([C:24]#[N:25])=[CH:20][CH:21]=[CH:22][CH:23]=2)=[CH:14][CH:13]=1)[CH2:2][CH2:3][CH3:4].O.[NH2:30][NH2:31]. The catalyst is C(O)CCC. The product is [CH2:1]([C:5]1[N:6]=[C:7]([NH:30][NH2:31])[NH:8][C:9](=[O:26])[C:10]=1[CH2:11][C:12]1[CH:17]=[CH:16][C:15]([C:18]2[C:19]([C:24]#[N:25])=[CH:20][CH:21]=[CH:22][CH:23]=2)=[CH:14][CH:13]=1)[CH2:2][CH2:3][CH3:4]. The yield is 0.770. (3) The reactants are [Si]([O:8][CH2:9][CH2:10][C:11]1[N:16]=[CH:15][C:14]([NH:17][C:18]([NH:20][CH2:21][C:22]2[N:26]([C:27]3[CH:32]=[CH:31][CH:30]=[C:29]([Cl:33])[CH:28]=3)[N:25]=[C:24]([C:34]([F:37])([F:36])[F:35])[CH:23]=2)=[O:19])=[CH:13][CH:12]=1)(C(C)(C)C)(C)C.Cl. The catalyst is O1CCCC1. The product is [Cl:33][C:29]1[CH:28]=[C:27]([N:26]2[C:22]([CH2:21][NH:20][C:18]([NH:17][C:14]3[CH:15]=[N:16][C:11]([CH2:10][CH2:9][OH:8])=[CH:12][CH:13]=3)=[O:19])=[CH:23][C:24]([C:34]([F:37])([F:35])[F:36])=[N:25]2)[CH:32]=[CH:31][CH:30]=1. The yield is 0.620. (4) The reactants are C(OC([C:11]1[C:19]2[C:14](=[CH:15][CH:16]=[C:17](NCCN3CCCC3)[CH:18]=2)[NH:13][C:12]=1C)=O)C1C=CC=CC=1.C([N:31](CC)CC)C.C(Cl)(=O)C. The catalyst is C(#N)C. The product is [NH:13]1[C:14]2[C:19](=[CH:18][CH:17]=[CH:16][CH:15]=2)[CH:11]=[C:12]1[NH2:31]. The yield is 0.330. (5) The reactants are [CH2:1]([O:8][C:9]([NH:11][C:12]1[C:13](=[O:45])[N:14]([CH2:18][C:19]([NH:21][CH:22]([C:31](=[O:44])[CH2:32][O:33][C:34](=[O:43])[C:35]2[C:40]([Cl:41])=[CH:39][CH:38]=[CH:37][C:36]=2[Cl:42])[CH2:23][C:24]([O:26]C(C)(C)C)=[O:25])=[O:20])[CH:15]=[CH:16][CH:17]=1)=[O:10])[C:2]1[CH:7]=[CH:6][CH:5]=[CH:4][CH:3]=1.FC(F)(F)C(O)=O. The catalyst is ClCCl. The product is [CH2:1]([O:8][C:9]([NH:11][C:12]1[C:13](=[O:45])[N:14]([CH2:18][C:19]([NH:21][CH:22]([C:31](=[O:44])[CH2:32][O:33][C:34](=[O:43])[C:35]2[C:40]([Cl:41])=[CH:39][CH:38]=[CH:37][C:36]=2[Cl:42])[CH2:23][C:24]([OH:26])=[O:25])=[O:20])[CH:15]=[CH:16][CH:17]=1)=[O:10])[C:2]1[CH:7]=[CH:6][CH:5]=[CH:4][CH:3]=1. The yield is 0.850. (6) The reactants are [C:1]([NH:4][CH2:5][C:6]([NH:8][C:9]1[C:10]([CH:17]2[CH2:21][CH2:20][CH2:19][CH2:18]2)=[N:11][NH:12][C:13]=1[C:14]([NH2:16])=[O:15])=O)(=[O:3])[CH3:2].CC(C)([O-])C.[K+]. The catalyst is C(O)(C)C. The product is [CH:17]1([C:10]2[C:9]3[N:8]=[C:6]([CH2:5][NH:4][C:1](=[O:3])[CH3:2])[NH:16][C:14](=[O:15])[C:13]=3[NH:12][N:11]=2)[CH2:21][CH2:20][CH2:19][CH2:18]1. The yield is 0.960. (7) The reactants are [Cl-].[Al+3].[Cl-].[Cl-].[C:5](OC(=O)C)(=[O:7])[CH3:6].[CH2:12]([O:14][C:15]([C:17]1[NH:18][C:19]2[C:24]([CH:25]=1)=[CH:23][CH:22]=[CH:21][CH:20]=2)=[O:16])[CH3:13]. The catalyst is ClC(Cl)C. The product is [CH2:12]([O:14][C:15]([C:17]1[NH:18][C:19]2[C:24]([C:25]=1[C:5](=[O:7])[CH3:6])=[CH:23][CH:22]=[CH:21][CH:20]=2)=[O:16])[CH3:13].[CH2:12]([O:14][C:15]([C:17]1[NH:18][C:19]2[C:24]([CH:25]=1)=[CH:23][C:22]([C:5](=[O:7])[CH3:6])=[CH:21][CH:20]=2)=[O:16])[CH3:13]. The yield is 0.520. (8) The reactants are [CH3:1][CH2:2][NH:3][C:4]([C@H:6]1[N:10]([C:11]([C@@H:13]([NH:21][C:22]([C@@H:24]([NH:29][C:30]([C@H:32]([NH:37][C:38]([C@@H:40]([NH:49][C:50]([C@@H:52]([NH:55][C:56]([C@@H:58]([NH:69][C:70]([C@@H:72]([NH:79][C:80]([C@H:82]2[NH:87][C:85](=[O:86])[CH2:84][CH2:83]2)=[O:81])[CH2:73][C:74]2[N:78]=[CH:77][NH:76][CH:75]=2)=[O:71])[CH2:59][C:60]2[C:64]3[CH:65]=[CH:66][CH:67]=[CH:68][C:63]=3[NH:62][CH:61]=2)=[O:57])[CH2:53][OH:54])=[O:51])[CH2:41][C:42]2[CH:43]=[CH:44][C:45]([OH:48])=[CH:46][CH:47]=2)=[O:39])[CH2:33][CH:34]([CH3:36])[CH3:35])=[O:31])[CH2:25][CH:26]([CH3:28])[CH3:27])=[O:23])[CH2:14][CH2:15][CH2:16][NH:17][C:18]([NH2:20])=[NH:19])=[O:12])[CH2:9][CH2:8][CH2:7]1)=[O:5].CC(O)=O.C1C=C2C=C(C(O)=O)C(O)=C(CC3C4C(=CC=CC=4)C=C(C(O)=O)C=3O)C2=CC=1.[Na+]. The catalyst is C(Cl)Cl.C(O)C1C=CC=CC=1. The product is [CH3:1][CH2:2][NH:3][C:4]([C@H:6]1[N:10]([C:11]([C@@H:13]([NH:21][C:22]([C@@H:24]([NH:29][C:30]([C@H:32]([NH:37][C:38]([C@@H:40]([NH:49][C:50]([C@@H:52]([NH:55][C:56]([C@@H:58]([NH:69][C:70]([C@@H:72]([NH:79][C:80]([C@H:82]2[NH:87][C:85](=[O:86])[CH2:84][CH2:83]2)=[O:81])[CH2:73][C:74]2[N:78]=[CH:77][NH:76][CH:75]=2)=[O:71])[CH2:59][C:60]2[C:64]3[CH:65]=[CH:66][CH:67]=[CH:68][C:63]=3[NH:62][CH:61]=2)=[O:57])[CH2:53][OH:54])=[O:51])[CH2:41][C:42]2[CH:47]=[CH:46][C:45]([OH:48])=[CH:44][CH:43]=2)=[O:39])[CH2:33][CH:34]([CH3:36])[CH3:35])=[O:31])[CH2:25][CH:26]([CH3:28])[CH3:27])=[O:23])[CH2:14][CH2:15][CH2:16][NH:17][C:18]([NH2:20])=[NH:19])=[O:12])[CH2:9][CH2:8][CH2:7]1)=[O:5]. The yield is 0.785. (9) The reactants are [CH3:1][O:2][C:3]1[CH:11]=[C:10]([O:12][CH3:13])[CH:9]=[C:8]2[C:4]=1[C:5](=[O:15])C(=O)[NH:7]2.OO.Cl.C(O)(=[O:21])C. The catalyst is [OH-].[Na+]. The product is [NH2:7][C:8]1[CH:9]=[C:10]([O:12][CH3:13])[CH:11]=[C:3]([O:2][CH3:1])[C:4]=1[C:5]([OH:15])=[O:21]. The yield is 0.780. (10) The reactants are [Br:1][C:2]1[CH:3]=[C:4]([C:15]([NH:17][CH2:18][C:19]2[C:20]([CH3:35])=[CH:21][C:22]([NH:27]C(=O)OC(C)(C)C)=[N:23][C:24]=2[O:25]C)=[O:16])[C:5]2[C:6]([CH3:14])=[CH:7][N:8]([CH:11]([CH3:13])[CH3:12])[C:9]=2[CH:10]=1.[Si](I)(C)(C)C. The yield is 0.0500. The product is [NH4+:8].[OH-:16].[CH3:15][OH:16].[NH2:27][C:22]1[NH:23][C:24](=[O:25])[C:19]([CH2:18][NH:17][C:15]([C:4]2[C:5]3[C:6]([CH3:14])=[CH:7][N:8]([CH:11]([CH3:12])[CH3:13])[C:9]=3[CH:10]=[C:2]([Br:1])[CH:3]=2)=[O:16])=[C:20]([CH3:35])[CH:21]=1. The catalyst is C(#N)C.C(Cl)Cl.